This data is from Forward reaction prediction with 1.9M reactions from USPTO patents (1976-2016). The task is: Predict the product of the given reaction. (1) Given the reactants [CH3:1][Si](C[Mg]Cl)(C)C.[Cl:8][C:9]1[CH:25]=[C:24]([Cl:26])[C:23]([O:27]CC2C=CC(OC)=CC=2)=[CH:22][C:10]=1[O:11][C:12]1[N:16]([CH3:17])[N:15]=[C:14]([CH2:18][CH3:19])[C:13]=1[CH:20]=O.S(=O)(=O)(O)O.O, predict the reaction product. The product is: [Cl:26][C:24]1[CH:25]=[C:9]([Cl:8])[C:10]([O:11][C:12]2[N:16]([CH3:17])[N:15]=[C:14]([CH2:18][CH3:19])[C:13]=2[CH:20]=[CH2:1])=[CH:22][C:23]=1[OH:27]. (2) Given the reactants CCOC(/N=N/C(OCC)=O)=O.[Si:13]([O:20][C:21]1[CH:22]=[CH:23][CH:24]=[C:25]2[C:30]=1[N:29]=[C:28]([C:31]1[N:35]3[CH:36]=[CH:37][C:38]([CH2:40]O)=[CH:39][C:34]3=[N:33][N:32]=1)[CH:27]=[CH:26]2)([C:16]([CH3:19])([CH3:18])[CH3:17])([CH3:15])[CH3:14].[C:42]1(=[O:52])[C:50]2[C:45](=[CH:46][CH:47]=[CH:48][CH:49]=2)[C:44](=[O:51])[NH:43]1.C1(P(C2C=CC=CC=2)C2C=CC=CC=2)C=CC=CC=1, predict the reaction product. The product is: [Si:13]([O:20][C:21]1[CH:22]=[CH:23][CH:24]=[C:25]2[C:30]=1[N:29]=[C:28]([C:31]1[N:35]3[CH:36]=[CH:37][C:38]([CH2:40][N:43]4[C:44](=[O:51])[C:45]5[C:50](=[CH:49][CH:48]=[CH:47][CH:46]=5)[C:42]4=[O:52])=[CH:39][C:34]3=[N:33][N:32]=1)[CH:27]=[CH:26]2)([C:16]([CH3:17])([CH3:18])[CH3:19])([CH3:14])[CH3:15]. (3) Given the reactants [N:1]1[CH:6]=[CH:5][C:4]([C:7]2[CH:25]=[C:24]3[C:10]([C:11](=[O:27])[C:12](=[O:26])[C:13]4[S:23][CH2:22][C:16]5([CH2:21][CH2:20][NH:19][CH2:18][CH2:17]5)[O:15][C:14]=43)=[CH:9][CH:8]=2)=[CH:3][CH:2]=1.[Cl:28][C:29]1[CH:30]=[C:31]([CH:35]=[CH:36][CH:37]=1)[C:32](Cl)=[O:33], predict the reaction product. The product is: [Cl:28][C:29]1[CH:30]=[C:31]([CH:35]=[CH:36][CH:37]=1)[C:32]([N:19]1[CH2:20][CH2:21][C:16]2([O:15][C:14]3[C:24]4[C:10]([C:11](=[O:27])[C:12](=[O:26])[C:13]=3[S:23][CH2:22]2)=[CH:9][CH:8]=[C:7]([C:4]2[CH:3]=[CH:2][N:1]=[CH:6][CH:5]=2)[CH:25]=4)[CH2:17][CH2:18]1)=[O:33]. (4) Given the reactants [OH:1][CH2:2][CH2:3][CH2:4][C:5]1[CH:10]=[CH:9][C:8]([CH:11]2[CH2:16][CH2:15][N:14]([C:17]([O:19][C:20]([CH3:23])([CH3:22])[CH3:21])=[O:18])[CH2:13][CH:12]2[O:24][CH2:25][C:26]2[CH:35]=[CH:34][C:33]3[C:28](=[CH:29][CH:30]=[CH:31][CH:32]=3)[CH:27]=2)=[CH:7][CH:6]=1.[C:36](Cl)(=[O:43])[C:37]1[CH:42]=[CH:41][CH:40]=[CH:39][CH:38]=1, predict the reaction product. The product is: [C:36]([O:1][CH2:2][CH2:3][CH2:4][C:5]1[CH:6]=[CH:7][C:8]([CH:11]2[CH2:16][CH2:15][N:14]([C:17]([O:19][C:20]([CH3:21])([CH3:22])[CH3:23])=[O:18])[CH2:13][CH:12]2[O:24][CH2:25][C:26]2[CH:35]=[CH:34][C:33]3[C:28](=[CH:29][CH:30]=[CH:31][CH:32]=3)[CH:27]=2)=[CH:9][CH:10]=1)(=[O:43])[C:37]1[CH:42]=[CH:41][CH:40]=[CH:39][CH:38]=1. (5) The product is: [NH2:1][C:2]1[C:3]2[C:10]([C:11]3[CH:20]=[C:19]4[C:14]([CH2:15][CH2:16][CH:17]([C:21]5[CH:26]=[CH:25][CH:24]=[CH:23][CH:22]=5)[O:18]4)=[CH:13][CH:12]=3)=[CH:9][N:8]([C@H:27]3[CH2:30][C@H:29]([OH:31])[CH2:28]3)[C:4]=2[N:5]=[CH:6][N:7]=1. Given the reactants [NH2:1][C:2]1[C:3]2[C:10]([C:11]3[CH:20]=[C:19]4[C:14]([CH2:15][CH2:16][CH:17]([C:21]5[CH:26]=[CH:25][CH:24]=[CH:23][CH:22]=5)[O:18]4)=[CH:13][CH:12]=3)=[CH:9][N:8]([C@@H:27]3[CH2:30][C@H:29]([OH:31])[CH2:28]3)[C:4]=2[N:5]=[CH:6][N:7]=1.C(O)(=O)C1C=CC=CC=1.C1(P(C2C=CC=CC=2)C2C=CC=CC=2)C=CC=CC=1.N(C(OC(C)C)=O)=NC(OC(C)C)=O.C(=O)([O-])[O-].[K+].[K+], predict the reaction product. (6) Given the reactants [CH3:1][C:2]#[C:3][CH2:4][N:5]1[C:9]([N:10]2[CH2:15][C@H:14]([NH2:16])[CH2:13][CH2:12][CH2:11]2)=[N:8][C:7]2[N:17]([CH3:35])[C:18]([N:20]([CH2:23][C:24]3[N:25]=[C:26]([CH3:34])[C:27]4[CH:28]=[CH:29][CH:30]=[CH:31][C:32]=4[N:33]=3)[C:21](=[O:22])[C:6]1=2)=[O:19].C([C@H]([C@@H](C([O-])=O)O)O)([O-])=O.[OH-].[Li+].[OH-].[Na+].[OH-].[K+], predict the reaction product. The product is: [CH3:1][C:2]#[C:3][CH2:4][N:5]1[C:9]([N:10]2[CH2:15][C@H:14]([NH2:16])[CH2:13][CH2:12][CH2:11]2)=[N:8][C:7]2[N:17]([CH3:35])[C:18]([N:20]([CH2:23][C:24]3[N:25]=[C:26]([CH3:34])[C:27]4[CH:28]=[CH:29][CH:30]=[CH:31][C:32]=4[N:33]=3)[C:21](=[O:22])[C:6]1=2)=[O:19]. (7) Given the reactants C[O:2][C:3]1[CH:8]=[CH:7][C:6]([P:9](=[O:24])([C:16]2[CH:21]=[CH:20][C:19]([O:22]C)=[CH:18][CH:17]=2)[C:10]2[CH:15]=[CH:14][CH:13]=[CH:12][CH:11]=2)=[CH:5][CH:4]=1.Br.[Br-].[K+].S([O-])([O-])=O.[Na+].[Na+].CBr, predict the reaction product. The product is: [OH:2][C:3]1[CH:8]=[CH:7][C:6]([P:9](=[O:24])([C:16]2[CH:17]=[CH:18][C:19]([OH:22])=[CH:20][CH:21]=2)[C:10]2[CH:15]=[CH:14][CH:13]=[CH:12][CH:11]=2)=[CH:5][CH:4]=1. (8) Given the reactants [F:1][C:2]([F:24])([F:23])[C:3]1[N:8]=[CH:7][N:6]=[C:5]([N:9]2[CH2:14][CH2:13][CH:12]([NH:15]C(=O)OC(C)(C)C)[CH2:11][CH2:10]2)[CH:4]=1.[ClH:25], predict the reaction product. The product is: [ClH:25].[ClH:25].[F:24][C:2]([F:1])([F:23])[C:3]1[N:8]=[CH:7][N:6]=[C:5]([N:9]2[CH2:14][CH2:13][CH:12]([NH2:15])[CH2:11][CH2:10]2)[CH:4]=1.